From a dataset of Full USPTO retrosynthesis dataset with 1.9M reactions from patents (1976-2016). Predict the reactants needed to synthesize the given product. Given the product [NH2:11][C:12]1[C:13]([C:17]2[N:18]([CH2:42][CH3:43])[C:19]3[C:24]([O:25][CH2:26][CH:27]4[CH2:32][CH2:31][NH:30][CH2:29][CH2:28]4)=[CH:23][N:22]=[C:21]([C:3]4[CH:4]=[C:5]([NH:8][C:9]([NH:46][CH2:45][CH3:50])=[O:10])[CH:6]=[CH:7][CH:2]=4)[C:20]=3[N:41]=2)=[N:14][O:15][N:16]=1, predict the reactants needed to synthesize it. The reactants are: Cl[C:2]1[CH:7]=[CH:6][C:5]([N:8]=[C:9]=[O:10])=[CH:4][CH:3]=1.[NH2:11][C:12]1[C:13]([C:17]2[N:18]([CH2:42][CH3:43])[C:19]3[C:24]([O:25][CH2:26][CH:27]4[CH2:32][CH2:31][N:30](C(OC(C)(C)C)=O)[CH2:29][CH2:28]4)=[CH:23][N:22]=[C:21](Cl)[C:20]=3[N:41]=2)=[N:14][O:15][N:16]=1.Cl[C:45]1[C:50]2N=C(C3C(NC(OC(C)(C)C)=O)=NON=3)N(CC)C=2C(OCCCNC(=O)OC(C)(C)C)=C[N:46]=1.